This data is from Forward reaction prediction with 1.9M reactions from USPTO patents (1976-2016). The task is: Predict the product of the given reaction. (1) Given the reactants [CH2:1]([Si:3]([CH2:19][CH3:20])([CH2:17][CH3:18])[C:4]#[C:5][CH2:6][C@@H:7]([CH3:16])[CH2:8][O:9]C1CCCCO1)[CH3:2].Cl.[OH-].[Na+], predict the reaction product. The product is: [CH3:16][C@H:7]([CH2:6][C:5]#[C:4][Si:3]([CH2:19][CH3:20])([CH2:1][CH3:2])[CH2:17][CH3:18])[CH2:8][OH:9]. (2) Given the reactants C(OC(=O)[NH:7][C:8]1[CH:13]=[C:12]([N:14]([CH3:18])[CH2:15][CH2:16][CH3:17])[C:11]([CH3:19])=[CH:10][C:9]=1[NH2:20])(C)(C)C.C(O[C:27](=[O:50])[CH2:28][C:29](=O)[C:30]1[CH:35]=[CH:34][CH:33]=[C:32]([C:36]2[S:37][CH:38]=[C:39]([CH2:41][O:42]C3CCCCO3)[N:40]=2)[CH:31]=1)(C)(C)C.C(O)(C(F)(F)F)=O, predict the reaction product. The product is: [OH:42][CH2:41][C:39]1[N:40]=[C:36]([C:32]2[CH:31]=[C:30]([C:29]3[CH2:28][C:27](=[O:50])[NH:20][C:9]4[CH:10]=[C:11]([CH3:19])[C:12]([N:14]([CH3:18])[CH2:15][CH2:16][CH3:17])=[CH:13][C:8]=4[N:7]=3)[CH:35]=[CH:34][CH:33]=2)[S:37][CH:38]=1. (3) Given the reactants [CH2:1]([N:3]1[CH2:16][CH2:15][C:6]2[NH:7][C:8]3[CH:9]=[CH:10][C:11]([CH3:14])=[CH:12][C:13]=3[C:5]=2[CH2:4]1)[CH3:2].[CH3:17][C:18]1[CH:26]=[CH:25][C:21]([CH:22]2[O:24][CH2:23]2)=[CH:20][CH:19]=1.[H-].[Na+].FC(F)(F)C([O-])=O, predict the reaction product. The product is: [CH2:1]([N:3]1[CH2:16][CH2:15][C:6]2[N:7]([CH2:23][CH:22]([C:21]3[CH:25]=[CH:26][C:18]([CH3:17])=[CH:19][CH:20]=3)[OH:24])[C:8]3[CH:9]=[CH:10][C:11]([CH3:14])=[CH:12][C:13]=3[C:5]=2[CH2:4]1)[CH3:2]. (4) Given the reactants [F:1][C:2]([F:17])([F:16])[C:3]1[C:4]([N:9]2[CH2:14][CH2:13][CH:12]([NH2:15])[CH2:11][CH2:10]2)=[N:5][CH:6]=[CH:7][CH:8]=1.[Cl:18][C:19]1[CH:24]=[CH:23][CH:22]=[CH:21][C:20]=1[S:25](Cl)(=[O:27])=[O:26], predict the reaction product. The product is: [Cl:18][C:19]1[CH:24]=[CH:23][CH:22]=[CH:21][C:20]=1[S:25]([NH:15][CH:12]1[CH2:13][CH2:14][N:9]([C:4]2[C:3]([C:2]([F:16])([F:1])[F:17])=[CH:8][CH:7]=[CH:6][N:5]=2)[CH2:10][CH2:11]1)(=[O:27])=[O:26]. (5) The product is: [I:1][C:2]1[N:7]=[N:6][C:5]([N:8]2[CH2:9][CH2:10][N:11]([C:12]([O:13][C:14]([CH3:15])([CH3:17])[CH3:16])=[O:18])[C:28]2=[O:29])=[CH:4][CH:3]=1. Given the reactants [I:1][C:2]1[N:7]=[N:6][C:5]([NH:8][CH2:9][CH2:10][NH:11][C:12](=[O:18])[O:13][C:14]([CH3:17])([CH3:16])[CH3:15])=[CH:4][CH:3]=1.C(N(C(C)C)CC)(C)C.[C:28](Cl)(Cl)=[O:29], predict the reaction product.